From a dataset of Full USPTO retrosynthesis dataset with 1.9M reactions from patents (1976-2016). Predict the reactants needed to synthesize the given product. (1) Given the product [OH:26][CH2:25][C@@H:17]([CH2:18][C:19]1[CH:20]=[CH:21][CH:22]=[CH:23][CH:24]=1)[C:16]([OH:27])=[O:32], predict the reactants needed to synthesize it. The reactants are: OO.C([C@H]1COC(=O)N1[C:16](=[O:27])[C@@H:17]([CH2:25][OH:26])[CH2:18][C:19]1[CH:24]=[CH:23][CH:22]=[CH:21][CH:20]=1)C1C=CC=CC=1.O.[OH-].[Li+].S([O-])([O-])=[O:32].[Na+].[Na+]. (2) Given the product [C@H:1]([C:5]1[CH:10]=[CH:9][CH:8]=[C:7]([C@@H:11]([CH2:13][CH3:14])[CH3:12])[C:6]=1[O:15][C:16](=[O:18])[NH:17][C@@H:1]([C:5]1[CH:10]=[CH:9][CH:8]=[CH:7][CH:6]=1)[CH3:2])([CH2:3][CH3:4])[CH3:2], predict the reactants needed to synthesize it. The reactants are: [CH:1]([C:5]1[CH:10]=[CH:9][CH:8]=[C:7]([CH:11]([CH2:13][CH3:14])[CH3:12])[C:6]=1[O:15][C:16](=[O:18])[NH2:17])([CH2:3][CH3:4])[CH3:2]. (3) Given the product [F:18][C:2]([F:1])([F:17])[O:3][C:4]1[CH:5]=[CH:6][C:7]([C:10]2[C:11]3=[N:16][S:24](=[O:26])(=[O:25])[CH2:23][CH2:22][N:12]3[CH:13]=[CH:14][CH:15]=2)=[CH:8][CH:9]=1, predict the reactants needed to synthesize it. The reactants are: [F:1][C:2]([F:18])([F:17])[O:3][C:4]1[CH:9]=[CH:8][C:7]([C:10]2[C:11]([NH2:16])=[N:12][CH:13]=[CH:14][CH:15]=2)=[CH:6][CH:5]=1.[H-].[Na+].Cl[CH2:22][CH2:23][S:24](Cl)(=[O:26])=[O:25].O. (4) Given the product [CH3:1][N:8]1[CH2:9][CH2:10][N:11]([C:14]2[CH:31]=[CH:30][C:17]([O:18][CH2:19][C:20]3[CH:29]=[CH:28][C:23]([CH2:24][OH:25])=[CH:22][CH:21]=3)=[CH:16][CH:15]=2)[CH2:12][CH2:13]1, predict the reactants needed to synthesize it. The reactants are: [C:1]([N:8]1[CH2:13][CH2:12][N:11]([C:14]2[CH:31]=[CH:30][C:17]([O:18][CH2:19][C:20]3[CH:29]=[CH:28][C:23]([C:24](OC)=[O:25])=[CH:22][CH:21]=3)=[CH:16][CH:15]=2)[CH2:10][CH2:9]1)(OC(C)(C)C)=O.O.[OH-].[Na+].